Binary Classification. Given a miRNA mature sequence and a target amino acid sequence, predict their likelihood of interaction. From a dataset of Experimentally validated miRNA-target interactions with 360,000+ pairs, plus equal number of negative samples. (1) The miRNA is mmu-miR-182-3p with sequence GUGGUUCUAGACUUGCCAACU. The protein sequence of the target gene is MRRLLLVTSLVVVLLWEAGAVPAPKVPIKMQVKHWPSEQDPEKAWGARVVEPPEKDDQLVVLFPVQKPKLLTTEEKPRGQGRGPILPGTKAWMETEDTLGHVLSPEPDHDSLYHPPPEEDQGEERPRLWVMPNHQVLLGPEEDQDHIYHPQ. Result: 0 (no interaction). (2) The miRNA is hsa-miR-3116 with sequence UGCCUGGAACAUAGUAGGGACU. Result: 1 (interaction). The protein sequence of the target gene is MEDSASASLSSAAATGTSTSTPAAPTARKQLDKEQVRKAVDALLTHCKSRKNNYGLLLNENESLFLMVVLWKIPSKELRVRLTLPHSIRSDSEDICLFTKDEPNSTPEKTEQFYRKLLNKHGIKTVSQIISLQTLKKEYKSYEAKLRLLSSFDFFLTDARIRRLLPSLIGRHFYQRKKVPVSVNLLSKNLSREINDCIGGTVLNISKSGSCSAIRIGHVGMQIEHIIENIVAVTKGLSEKLPEKWESVKLLFVKTEKSAALPIFSSFVSNWDEATKRSLLNKKKKEARRKRRERNFEKQK.... (3) The miRNA is hsa-miR-3665 with sequence AGCAGGUGCGGGGCGGCG. The protein sequence of the target gene is MEEPNAAPLPSRLARLLSALFYGTCSFLIVLVNKALLTTYGFPSPIVLGIGQMATTIMILYVFKLNKIIHFPDFDKKIPGKLFPLPLLYVGNHISGLSSTSKLSLPMFTVLRKFTIPFTLLLEAIILGTQYSLNIILSVLAIVLGAFIAAGSDLTFNLEGYVFVFLNDIFTAANGVYTKQKMDPKELGKYGVLFYNACFMLIPTVIISVSTGDFQQATEFRHWKNVLFIIQFLLSCLLGFLLMYSTALCSYYNSALTTAVVGAIKNVSVAYIGMLVGGDYIFSLLNFIGLNICMAGGLRY.... Result: 0 (no interaction). (4) The miRNA is mmu-miR-29a-3p with sequence UAGCACCAUCUGAAAUCGGUUA. The protein sequence of the target gene is MRRGGLLEVALAFALLLESYTSHGADANLEAGSLKETRANRAKRRGGGGHDALKGPNVCGSRYNAYCCPGWKTLPGGNQCIVPICRHSCGDGFCSRPNMCTCPSGQISPSCGSRSIQHCSIRCMNGGSCSDDHCLCQKGYIGTHCGQPVCESGCLNGGRCVAPNRCACTYGFTGPQCERDYRTGPCFTVVSNQMCQGQLSGIVCTKTLCCATVGRAWGHPCEMCPAQPHPCRRGFIPNIRTGACQDVDECQAIPGMCQGGNCINTVGSFECKCPAGHKFNEVSQKCEDIDECSTIPGVCD.... Result: 1 (interaction). (5) The miRNA is hsa-miR-6779-3p with sequence AAGCCCUGUCUCCUCCCAUCU. The protein sequence of the target gene is MSAGGGRAFAWQVFPPMPTCRVYGTVAHQDGHLLVLGGCGRAGLPLDTAETLDMASHTWLALAPLPTARAGAAAVVLGKQVLVVGGVDEVQSPVAAVEAFLMDEGRWERRATLPQAAMGVATVERDGMVYALGGMGPDTAPQAQVRVYEPRRDCWLSLPSMPTPCYGASTFLHGNKIYVLGGRQGKLPVTAFEAFDLEARTWTRHPSLPSRRAFAGCAMAEGSVFSLGGLQQPGPHNFYSRPHFVNTVEMFDLEHGSWTKLPRSLRMRDKRADFVVGSLGGHIVAIGGLGNQPCPLGSVE.... Result: 1 (interaction). (6) Result: 0 (no interaction). The miRNA is rno-let-7d-3p with sequence CUAUACGACCUGCUGCCUUUCU. The protein sequence of the target gene is MSNFLHLKYNEKSVSVTKALTVRFLTKRFIGEYASNFESIYKKHLCLERKQLNLEIYDPCSQTQKAKFSLTSELHWADGFVIVYDISDRSSFAFAKALIYRIREPQTSHCKRAVESAVFLVGNKRDLCHVREVGWEEGQKLALENRCQFCELSAAEQSLEVEMMFIRIIKDILINFKLKEKRRPSGSKSMAKLINNVFGKRRKSV. (7) The miRNA is hsa-miR-6721-5p with sequence UGGGCAGGGGCUUAUUGUAGGAG. The protein sequence of the target gene is MVKISFQPAVAGIKGDKADKASASAPAPASATEILLTPAREEQPPQHRSKRGGSVGGVCYLSMGMVVLLMGLVFASVYIYRYFFLAQLARDNFFRCGVLYEDSLSSQVRTQMELEEDVKIYLDENYERINVPVPQFGGGDPADIIHDFQRGLTAYHDISLDKCYVIELNTTIVLPPRNFWELLMNVKRGTYLPQTYIIQEEMVVTEHVSDKEALGSFIYHLCNGKDTYRLRRRATRRRINKRGAKNCNAIRHFENTFVVETLICGVV. Result: 1 (interaction). (8) The miRNA is hsa-miR-1243 with sequence AACUGGAUCAAUUAUAGGAGUG. The protein sequence of the target gene is MGLTVSALFSRIFGKKQMRILMVGLDAAGKTTILYKLKLGEIVTTIPTIGFNVETVEYKNICFTVWDVGGQDKIRPLWRHYFQNTQGLIFVVDSNDRERVQESADELQKMLQEDELRDAVLLVFANKQDMPNAMPVSELTDKLGLQHLRSRTWYVQATCATQGTGLYDGLDWLSHELSKR. Result: 0 (no interaction). (9) The miRNA is mmu-miR-34c-5p with sequence AGGCAGUGUAGUUAGCUGAUUGC. The protein sequence of the target gene is MSATAATVPPAAPAGEGGPPAPPPNLTSNRRLQQTQAQVDEVVDIMRVNVDKVLERDQKLSELDDRADALQAGASQFETSAAKLKRKYWWKNLKMMIILGVICAIILIIIIVYFST. Result: 1 (interaction).